This data is from Full USPTO retrosynthesis dataset with 1.9M reactions from patents (1976-2016). The task is: Predict the reactants needed to synthesize the given product. (1) Given the product [Cl:2][C:3]1[CH:4]=[C:5]([NH:10][C:11]2[C:20]3[C:15](=[CH:16][C:17]([OH:34])=[C:18]([O:21][CH:22]4[CH2:27][CH2:26][N:25]([C:28](=[O:33])[C:29]([F:30])([F:31])[F:32])[CH2:24][CH2:23]4)[CH:19]=3)[N:14]=[CH:13][N:12]=2)[CH:6]=[CH:7][C:8]=1[F:9], predict the reactants needed to synthesize it. The reactants are: Cl.[Cl:2][C:3]1[CH:4]=[C:5]([NH:10][C:11]2[C:20]3[C:15](=[CH:16][C:17]([O:34]C(=O)C)=[C:18]([O:21][CH:22]4[CH2:27][CH2:26][N:25]([C:28](=[O:33])[C:29]([F:32])([F:31])[F:30])[CH2:24][CH2:23]4)[CH:19]=3)[N:14]=[CH:13][N:12]=2)[CH:6]=[CH:7][C:8]=1[F:9].C(=O)([O-])O.[Na+]. (2) The reactants are: FC(F)(F)C(O)=O.[Cl:8][C:9]1[CH:10]=[C:11]2[CH:17]=[C:16]([C:18]([NH:20][NH2:21])=[O:19])[NH:15][C:12]2=[CH:13][N:14]=1.CCN(C(C)C)C(C)C.C1C=CC2N(O)N=NC=2C=1.CCN=C=NCCCN(C)C.[S:52]1[CH:56]=[CH:55][C:54]([C:57](O)=[O:58])=[CH:53]1. Given the product [Cl:8][C:9]1[CH:10]=[C:11]2[CH:17]=[C:16]([C:18]([NH:20][NH:21][C:57]([C:54]3[CH:55]=[CH:56][S:52][CH:53]=3)=[O:58])=[O:19])[NH:15][C:12]2=[CH:13][N:14]=1, predict the reactants needed to synthesize it. (3) Given the product [CH:2]([C:31]1[CH:40]=[CH:39][C:34]([C:35]([O:37][CH3:38])=[O:36])=[CH:33][N:32]=1)=[CH2:3], predict the reactants needed to synthesize it. The reactants are: O1C=C[CH:3]=[C:2]1C1N=C(NC(C2C=NC(C=C)=CC=2)=O)SC=1C(C1CCOCC1)=O.Cl[C:31]1[CH:40]=[CH:39][C:34]([C:35]([O:37][CH3:38])=[O:36])=[CH:33][N:32]=1.C([Sn](CCCC)(CCCC)CCCC)=C.[Cl-].[Li+].[F-].[K+]. (4) Given the product [Cl:16][C:17]1[CH:23]=[CH:22][C:20]([NH:21][C:2]2[N:7]3[N:8]=[CH:9][CH:10]=[C:6]3[N:5]=[CH:4][C:3]=2[C:11]([O:13][CH2:14][CH3:15])=[O:12])=[C:19]([CH3:24])[CH:18]=1, predict the reactants needed to synthesize it. The reactants are: O[C:2]1[N:7]2[N:8]=[CH:9][CH:10]=[C:6]2[N:5]=[CH:4][C:3]=1[C:11]([O:13][CH2:14][CH3:15])=[O:12].[Cl:16][C:17]1[CH:23]=[CH:22][C:20]([NH2:21])=[C:19]([CH3:24])[CH:18]=1.